Dataset: Catalyst prediction with 721,799 reactions and 888 catalyst types from USPTO. Task: Predict which catalyst facilitates the given reaction. The catalyst class is: 4. Reactant: [Br:1][C:2]1[CH:3]=[C:4]([CH:6]=[CH:7][C:8]=1[CH3:9])[NH2:5].[CH:10]1([C:13](Cl)=[O:14])[CH2:12][CH2:11]1.CN1CCOCC1. Product: [Br:1][C:2]1[CH:3]=[C:4]([NH:5][C:13]([CH:10]2[CH2:12][CH2:11]2)=[O:14])[CH:6]=[CH:7][C:8]=1[CH3:9].